This data is from Forward reaction prediction with 1.9M reactions from USPTO patents (1976-2016). The task is: Predict the product of the given reaction. (1) The product is: [Cl:27][C:16]1[N:17]=[C:18]([N:21]2[CH2:22][CH2:23][O:24][CH2:25][CH2:26]2)[C:19]2[N:20]=[C:12]([CH2:11][N:8]3[CH2:7][CH2:6][CH:5]([N:1]([CH3:4])[CH3:2])[CH2:10][CH2:9]3)[S:13][C:14]=2[N:15]=1. Given the reactants [N:1]1([CH:5]2[CH2:10][CH2:9][N:8]([CH2:11][C:12]3[S:13][C:14]4[N:15]=[C:16]([Cl:27])[N:17]=[C:18]([N:21]5[CH2:26][CH2:25][O:24][CH2:23][CH2:22]5)[C:19]=4[N:20]=3)[CH2:7][CH2:6]2)[CH2:4]C[CH2:2]1.CN(C)C1CCNCC1, predict the reaction product. (2) Given the reactants [F-].C([N+](CCCC)(CCCC)CCCC)CCC.[N+:19]([CH:22]([CH3:24])[CH3:23])([O-:21])=[O:20].[CH:25]1[C:34]2[C:29](=[CH:30][CH:31]=[CH:32][CH:33]=2)[CH:28]=[CH:27][C:26]=1[CH:35]=[O:36].C([Si](C)(C)Cl)(C)(C)C, predict the reaction product. The product is: [CH3:23][C:22]([N+:19]([O-:21])=[O:20])([CH3:24])[CH:35]([C:26]1[CH:27]=[CH:28][C:29]2[C:34](=[CH:33][CH:32]=[CH:31][CH:30]=2)[CH:25]=1)[OH:36]. (3) Given the reactants [Br:1]/[CH:2]=[C:3]1\[CH2:4][CH2:5][CH2:6][C@@:7]2([CH3:15])[C@H:11]\1[CH2:10][CH2:9][C@@H:8]2[C@@H:12]([OH:14])[CH3:13].C[N+]1([O-])CCOCC1, predict the reaction product. The product is: [Br:1]/[CH:2]=[C:3]1\[CH2:4][CH2:5][CH2:6][C@@:7]2([CH3:15])[C@H:11]\1[CH2:10][CH2:9][C@@H:8]2[C:12](=[O:14])[CH3:13].